This data is from Catalyst prediction with 721,799 reactions and 888 catalyst types from USPTO. The task is: Predict which catalyst facilitates the given reaction. (1) Reactant: [Cl:1][C:2]1[C:3]([C:18]#[N:19])=[CH:4][C:5]2[N:6]([C:8]([S:14](O)(=[O:16])=[O:15])=[C:9]([CH:11]([CH3:13])[CH3:12])[N:10]=2)[CH:7]=1.C(N(CC)CC)C.P(Cl)(Cl)([Cl:29])=O. Product: [Cl:1][C:2]1[C:3]([C:18]#[N:19])=[CH:4][C:5]2[N:6]([C:8]([S:14]([Cl:29])(=[O:16])=[O:15])=[C:9]([CH:11]([CH3:13])[CH3:12])[N:10]=2)[CH:7]=1. The catalyst class is: 68. (2) Reactant: [CH2:1]([N:8]1[C:17](=[O:18])[C:16]2[C:11](=[CH:12][C:13]([O:20]C)=[C:14]([OH:19])[CH:15]=2)[N:10]=[CH:9]1)[C:2]1[CH:7]=[CH:6][CH:5]=[CH:4][CH:3]=1.Cl.N1C=CC=CC=1. Product: [CH2:1]([N:8]1[C:17](=[O:18])[C:16]2[C:11](=[CH:12][C:13]([OH:20])=[C:14]([OH:19])[CH:15]=2)[N:10]=[CH:9]1)[C:2]1[CH:3]=[CH:4][CH:5]=[CH:6][CH:7]=1. The catalyst class is: 6. (3) Reactant: C(OC(=O)[N:7]([C:15]1[N:23]=[C:22]([N:24]2[C:28]([CH3:29])=[CH:27][C:26]([CH3:30])=[N:25]2)[N:21]=[C:20]2[C:16]=1[N:17]=[CH:18][N:19]2[CH2:31][C:32]1[CH:37]=[CH:36][CH:35]=[CH:34][CH:33]=1)[C:8]1[CH:13]=[CH:12][C:11]([F:14])=[CH:10][CH:9]=1)(C)(C)C. Product: [CH2:31]([N:19]1[CH:18]=[N:17][C:16]2[C:20]1=[N:21][C:22]([N:24]1[C:28]([CH3:29])=[CH:27][C:26]([CH3:30])=[N:25]1)=[N:23][C:15]=2[NH:7][C:8]1[CH:13]=[CH:12][C:11]([F:14])=[CH:10][CH:9]=1)[C:32]1[CH:37]=[CH:36][CH:35]=[CH:34][CH:33]=1. The catalyst class is: 33. (4) Reactant: [N:1]1[CH:6]=[CH:5][CH:4]=[CH:3][C:2]=1[C:7]1[N:8]=[C:9]([O:16][C@H:17]2[CH2:21][NH:20][C@H:19]([C:22]([NH:24][C@:25]3([C:30]([O:32][CH3:33])=[O:31])[CH2:27][C@H:26]3[CH:28]=[CH2:29])=[O:23])[CH2:18]2)[C:10]2[S:15][CH:14]=[CH:13][C:11]=2[N:12]=1.[C:34]([O:38][C:39]([NH:41][C@@H:42]([CH2:46][CH2:47][CH2:48][CH2:49][CH2:50][CH:51]=[CH2:52])[C:43](O)=[O:44])=[O:40])([CH3:37])([CH3:36])[CH3:35].C(N(CC)CC)C.CN(C(ON1N=NC2C=CC=NC1=2)=[N+](C)C)C.F[P-](F)(F)(F)(F)F.C(=O)(O)[O-].[Na+]. Product: [C:34]([O:38][C:39]([NH:41][C@@H:42]([CH2:46][CH2:47][CH2:48][CH2:49][CH2:50][CH:51]=[CH2:52])[C:43]([N:20]1[CH2:21][C@H:17]([O:16][C:9]2[C:10]3[S:15][CH:14]=[CH:13][C:11]=3[N:12]=[C:7]([C:2]3[CH:3]=[CH:4][CH:5]=[CH:6][N:1]=3)[N:8]=2)[CH2:18][C@H:19]1[C:22]([NH:24][C@:25]1([C:30]([O:32][CH3:33])=[O:31])[CH2:27][C@H:26]1[CH:28]=[CH2:29])=[O:23])=[O:44])=[O:40])([CH3:37])([CH3:36])[CH3:35]. The catalyst class is: 44. (5) Reactant: C(OC([N:8]1[CH2:12][CH2:11][C@H:10]([C:13]([OH:15])=O)[CH2:9]1)=O)(C)(C)C.[F:16][CH:17]([F:20])[CH2:18][NH2:19].CN(C(ON1N=NC2C=CC=NC1=2)=[N+](C)C)C.F[P-](F)(F)(F)(F)F.C(N(CC)C(C)C)(C)C.[ClH:54]. Product: [ClH:54].[F:16][CH:17]([F:20])[CH2:18][NH:19][C:13]([C@H:10]1[CH2:11][CH2:12][NH:8][CH2:9]1)=[O:15]. The catalyst class is: 3.